Dataset: Peptide-MHC class I binding affinity with 185,985 pairs from IEDB/IMGT. Task: Regression. Given a peptide amino acid sequence and an MHC pseudo amino acid sequence, predict their binding affinity value. This is MHC class I binding data. (1) The peptide sequence is SLFYTVATI. The MHC is HLA-A02:06 with pseudo-sequence HLA-A02:06. The binding affinity (normalized) is 0.286. (2) The peptide sequence is KVGAGAFGL. The MHC is HLA-A02:06 with pseudo-sequence HLA-A02:06. The binding affinity (normalized) is 0.349. (3) The peptide sequence is RVFNGDDVK. The MHC is HLA-B15:09 with pseudo-sequence HLA-B15:09. The binding affinity (normalized) is 0.0847. (4) The peptide sequence is HYHYRLWHY. The MHC is HLA-B08:01 with pseudo-sequence HLA-B08:01. The binding affinity (normalized) is 0. (5) The peptide sequence is FLRGRAYGI. The MHC is Patr-A0401 with pseudo-sequence Patr-A0401. The binding affinity (normalized) is 0. (6) The peptide sequence is PQETGRQTAL. The MHC is Mamu-A07 with pseudo-sequence Mamu-A07. The binding affinity (normalized) is 0.